The task is: Predict the product of the given reaction.. This data is from Forward reaction prediction with 1.9M reactions from USPTO patents (1976-2016). (1) Given the reactants [CH2:1]([O:3][C:4](=[O:17])[CH2:5][CH2:6][C:7]1[C:12]([CH2:13][OH:14])=[CH:11][N:10]=[C:9]([CH3:15])[C:8]=1[OH:16])[CH3:2].Br[CH2:19][C:20]1[CH:25]=[CH:24][C:23]([C:26]#[N:27])=[CH:22][CH:21]=1, predict the reaction product. The product is: [CH2:1]([O:3][C:4](=[O:17])[CH2:5][CH2:6][C:7]1[C:12]([CH2:13][OH:14])=[CH:11][N:10]=[C:9]([CH3:15])[C:8]=1[O:16][CH2:19][C:20]1[CH:25]=[CH:24][C:23]([C:26]#[N:27])=[CH:22][CH:21]=1)[CH3:2]. (2) Given the reactants [CH2:1]([C:3]1([N:9]2[CH2:18][C:17]3=[CH:19][NH:20][C:15]4[C:16]3=[C:11]([CH:12]=[CH:13][N:14]=4)[C:10]2=[O:21])[CH2:8][CH2:7][NH:6][CH2:5][CH2:4]1)[CH3:2].[C:22](O)(=[O:25])[CH2:23][CH3:24].CN(C(ON1N=NC2C=CC=NC1=2)=[N+](C)C)C.F[P-](F)(F)(F)(F)F, predict the reaction product. The product is: [CH2:1]([C:3]1([N:9]2[CH2:18][C:17]3=[CH:19][NH:20][C:15]4[C:16]3=[C:11]([CH:12]=[CH:13][N:14]=4)[C:10]2=[O:21])[CH2:8][CH2:7][N:6]([C:22](=[O:25])[CH2:23][CH3:24])[CH2:5][CH2:4]1)[CH3:2]. (3) Given the reactants Cl.[CH3:2][O:3][C:4]1[CH:5]=[C:6]([C:12]2[C:13]([CH3:25])([CH3:24])[C:14](=[O:23])[N:15]([CH:17]3[CH2:22][CH2:21][NH:20][CH2:19][CH2:18]3)[N:16]=2)[CH:7]=[CH:8][C:9]=1[O:10][CH3:11].[N:26]1[C:35]2[C:30](=[CH:31][CH:32]=[CH:33][CH:34]=2)[CH:29]=[C:28]([C:36](O)=[O:37])[CH:27]=1, predict the reaction product. The product is: [CH3:2][O:3][C:4]1[CH:5]=[C:6]([C:12]2[C:13]([CH3:25])([CH3:24])[C:14](=[O:23])[N:15]([CH:17]3[CH2:22][CH2:21][N:20]([C:36]([C:28]4[CH:27]=[N:26][C:35]5[C:30]([CH:29]=4)=[CH:31][CH:32]=[CH:33][CH:34]=5)=[O:37])[CH2:19][CH2:18]3)[N:16]=2)[CH:7]=[CH:8][C:9]=1[O:10][CH3:11].